From a dataset of Catalyst prediction with 721,799 reactions and 888 catalyst types from USPTO. Predict which catalyst facilitates the given reaction. (1) Reactant: [N:1]1([CH:6]2[C:15]3[C:10](=[CH:11][CH:12]=[CH:13][CH:14]=3)[C:9](=[O:16])[NH:8][C:7]2([CH3:18])[CH3:17])[CH:5]=[CH:4][N:3]=[CH:2]1.[H-].[Na+].[CH3:21]I. Product: [N:1]1([CH:6]2[C:15]3[C:10](=[CH:11][CH:12]=[CH:13][CH:14]=3)[C:9](=[O:16])[N:8]([CH3:21])[C:7]2([CH3:18])[CH3:17])[CH:5]=[CH:4][N:3]=[CH:2]1. The catalyst class is: 3. (2) Reactant: [Cl:1][C:2]1[CH:7]=[CH:6][CH:5]=[CH:4][C:3]=1[N:8]1[C:12](=[O:13])[NH:11][N:10]=[C:9]1[C:14]1[S:30][C:17]2[C:18]3[CH:26]=[CH:25][C:24]([C:27](O)=[O:28])=[CH:23][C:19]=3[O:20][CH2:21][CH2:22][C:16]=2[CH:15]=1.[NH2:31][CH2:32][CH2:33][NH:34][C:35](=[O:37])[CH3:36].CN(C(ON1N=NC2C=CC=NC1=2)=[N+](C)C)C.F[P-](F)(F)(F)(F)F.CCN(C(C)C)C(C)C. Product: [C:35]([NH:34][CH2:33][CH2:32][NH:31][C:27]([C:24]1[CH:25]=[CH:26][C:18]2[C:17]3[S:30][C:14]([C:9]4[N:8]([C:3]5[CH:4]=[CH:5][CH:6]=[CH:7][C:2]=5[Cl:1])[C:12](=[O:13])[NH:11][N:10]=4)=[CH:15][C:16]=3[CH2:22][CH2:21][O:20][C:19]=2[CH:23]=1)=[O:28])(=[O:37])[CH3:36]. The catalyst class is: 1. (3) Reactant: [Cl:1][C:2]1[CH:9]=[CH:8][C:5]([CH:6]=O)=[C:4]([N:10]2[CH2:15][CH2:14][CH:13]([C:16]([N:18]3[CH2:22][CH2:21][CH2:20][CH2:19]3)=[O:17])[CH2:12][CH2:11]2)[CH:3]=1.[N:23]1([C:29]([O:31][C:32]([CH3:35])([CH3:34])[CH3:33])=[O:30])[CH2:28][CH2:27][NH:26][CH2:25][CH2:24]1.C(O[BH-](OC(=O)C)OC(=O)C)(=O)C.[Na+]. Product: [Cl:1][C:2]1[CH:9]=[CH:8][C:5]([CH2:6][N:26]2[CH2:25][CH2:24][N:23]([C:29]([O:31][C:32]([CH3:35])([CH3:34])[CH3:33])=[O:30])[CH2:28][CH2:27]2)=[C:4]([N:10]2[CH2:15][CH2:14][CH:13]([C:16]([N:18]3[CH2:19][CH2:20][CH2:21][CH2:22]3)=[O:17])[CH2:12][CH2:11]2)[CH:3]=1. The catalyst class is: 26. (4) Reactant: [C:1]([NH:3][C:4](=[N:7][CH2:8][CH2:9][S:10][CH2:11][C:12]1[N:13]=[CH:14][NH:15][C:16]=1[CH3:17])[NH:5][CH3:6])#[N:2].[C:18](=[O:30])([O:27][CH2:28][CH3:29])[O:19][CH2:20][CH2:21][N:22]([C:24](Cl)=[O:25])[CH3:23].C(N(CC)CC)C. Product: [C:18](=[O:30])([O:19][CH2:20][CH2:21][N:22]([C:24]([N:15]1[C:16]([CH3:17])=[C:12]([CH2:11][S:10][CH2:9][CH2:8][N:7]=[C:4]([NH:3][C:1]#[N:2])[NH:5][CH3:6])[N:13]=[CH:14]1)=[O:25])[CH3:23])[O:27][CH2:28][CH3:29]. The catalyst class is: 453. (5) Reactant: [CH3:1][C:2]1[O:3][C:4]2[C:9]([C:10](=[O:12])[CH:11]=1)=[CH:8][CH:7]=[CH:6][C:5]=2[CH:13]=O.[C:15]([CH:17]=[C:18]([O-])[CH3:19])#[N:16].[Na+].[NH2:22][C:23](=[CH:25][C:26](=[O:32])[CH2:27][CH2:28][CH:29]([CH3:31])[CH3:30])[CH3:24].C(O)(=O)C. Product: [CH3:19][C:18]1[NH:22][C:23]([CH3:24])=[C:25]([C:26](=[O:32])[CH2:27][CH2:28][CH:29]([CH3:30])[CH3:31])[CH:13]([C:5]2[CH:6]=[CH:7][CH:8]=[C:9]3[C:4]=2[O:3][C:2]([CH3:1])=[CH:11][C:10]3=[O:12])[C:17]=1[C:15]#[N:16]. The catalyst class is: 41. (6) Reactant: [NH:1]1[CH:5]=[N:4][N:3]=[N:2]1.[Cl:6][C:7]1[CH:8]=[C:9]([CH:14](O)[CH:15]2[CH2:18][N:17]([C:19]([O:21][C:22]([CH3:25])([CH3:24])[CH3:23])=[O:20])[CH2:16]2)[CH:10]=[CH:11][C:12]=1[Cl:13].C1(P(C2C=CC=CC=2)C2C=CC=CC=2)C=CC=CC=1.N(C(OC(C)C)=O)=NC(OC(C)C)=O. Product: [Cl:6][C:7]1[CH:8]=[C:9]([CH:14]([N:2]2[N:3]=[N:4][CH:5]=[N:1]2)[CH:15]2[CH2:18][N:17]([C:19]([O:21][C:22]([CH3:25])([CH3:24])[CH3:23])=[O:20])[CH2:16]2)[CH:10]=[CH:11][C:12]=1[Cl:13]. The catalyst class is: 7. (7) Reactant: [Cl:1][C:2]1[C:7]([O:8][Si:9]([CH:16]([CH3:18])[CH3:17])([CH:13]([CH3:15])[CH3:14])[CH:10]([CH3:12])[CH3:11])=[CH:6][CH:5]=[CH:4][C:3]=1[OH:19].[H-].[Na+].[CH2:22](Cl)[O:23][CH3:24]. Product: [Cl:1][C:2]1[C:3]([O:19][CH2:22][O:23][CH3:24])=[CH:4][CH:5]=[CH:6][C:7]=1[O:8][Si:9]([CH:13]([CH3:15])[CH3:14])([CH:16]([CH3:18])[CH3:17])[CH:10]([CH3:11])[CH3:12]. The catalyst class is: 1. (8) Product: [CH2:61]([NH:68][C:36]([CH:33]1[CH2:34][CH2:35][CH:30]([CH2:29][N:8]([CH2:1][C:2]2[CH:3]=[CH:4][CH:5]=[CH:6][CH:7]=2)[S:9]([NH:12][C:13](=[O:28])[C:14]2[CH:15]=[C:16]([C:24]([F:25])([F:26])[F:27])[CH:17]=[C:18]([C:20]([F:23])([F:21])[F:22])[CH:19]=2)(=[O:11])=[O:10])[CH2:31][CH2:32]1)=[O:38])[C:62]1[CH:67]=[CH:66][CH:65]=[CH:64][CH:63]=1. The catalyst class is: 4. Reactant: [CH2:1]([N:8]([CH2:29][CH:30]1[CH2:35][CH2:34][CH:33]([C:36]([OH:38])=O)[CH2:32][CH2:31]1)[S:9]([NH:12][C:13](=[O:28])[C:14]1[CH:19]=[C:18]([C:20]([F:23])([F:22])[F:21])[CH:17]=[C:16]([C:24]([F:27])([F:26])[F:25])[CH:15]=1)(=[O:11])=[O:10])[C:2]1[CH:7]=[CH:6][CH:5]=[CH:4][CH:3]=1.ON1C2C=CC=CC=2N=N1.Cl.CN(C)CCCN=C=NCC.[CH2:61]([NH2:68])[C:62]1[CH:67]=[CH:66][CH:65]=[CH:64][CH:63]=1. (9) Reactant: [NH2:1][C:2]1[CH:3]=[C:4]([C:19]2[C:20]([C:25]([OH:27])=[O:26])=[CH:21][CH:22]=[CH:23][CH:24]=2)[CH:5]=[CH:6][C:7]=1[O:8][C:9]1[CH:14]=[CH:13][CH:12]=[CH:11][C:10]=1[C:15]([CH3:18])([CH3:17])[CH3:16].[N:28]([C:31]1[CH:36]=[CH:35][C:34]([CH3:37])=[CH:33][CH:32]=1)=[C:29]=[O:30]. Product: [C:15]([C:10]1[CH:11]=[CH:12][CH:13]=[CH:14][C:9]=1[O:8][C:7]1[CH:6]=[CH:5][C:4]([C:19]2[C:20]([C:25]([OH:27])=[O:26])=[CH:21][CH:22]=[CH:23][CH:24]=2)=[CH:3][C:2]=1[NH:1][C:29]([NH:28][C:31]1[CH:36]=[CH:35][C:34]([CH3:37])=[CH:33][CH:32]=1)=[O:30])([CH3:18])([CH3:17])[CH3:16]. The catalyst class is: 1. (10) Reactant: [CH2:1]([CH:8]([C:14]([O:16][CH2:17][CH3:18])=[O:15])[C:9]([O:11][CH2:12][CH3:13])=[O:10])[C:2]1[CH:7]=[CH:6][CH:5]=[CH:4][CH:3]=1.N#N.[H-].[Na+].I[CH3:24]. Product: [CH2:1]([C:8]([CH3:24])([C:9]([O:11][CH2:12][CH3:13])=[O:10])[C:14]([O:16][CH2:17][CH3:18])=[O:15])[C:2]1[CH:7]=[CH:6][CH:5]=[CH:4][CH:3]=1. The catalyst class is: 3.